Task: Predict the reactants needed to synthesize the given product.. Dataset: Full USPTO retrosynthesis dataset with 1.9M reactions from patents (1976-2016) (1) Given the product [CH3:16][S:13]([C:10]1[CH:11]=[CH:12][C:6]2[CH2:5][O:4][CH:3]([CH2:2][NH:20][CH:18]([CH3:19])[CH3:17])[O:8][C:7]=2[CH:9]=1)(=[O:15])=[O:14], predict the reactants needed to synthesize it. The reactants are: Cl[CH2:2][CH:3]1[O:8][C:7]2[CH:9]=[C:10]([S:13]([CH3:16])(=[O:15])=[O:14])[CH:11]=[CH:12][C:6]=2[CH2:5][O:4]1.[CH3:17][CH:18]([NH2:20])[CH3:19].C(=O)([O-])[O-].[K+].[K+].[I-].[Na+]. (2) Given the product [C:27]1([CH:33]([C:56]2[CH:61]=[CH:60][CH:59]=[CH:58][CH:57]=2)[N:34]2[C:42]3[C:37](=[CH:38][CH:39]=[CH:40][CH:41]=3)[C:36]([CH2:5][OH:16])([C:43]3[CH:48]=[CH:47][C:46]([O:49][C:50]([F:52])([F:53])[F:51])=[CH:45][C:44]=3[OH:54])[C:35]2=[O:55])[CH:28]=[CH:29][CH:30]=[CH:31][CH:32]=1, predict the reactants needed to synthesize it. The reactants are: BrC1C=CC=C2C=1C(C1C(O)=CC3OCOC=3C=1)[C:5](=[O:16])N2CCCCC.[C:27]1([CH:33]([C:56]2[CH:61]=[CH:60][CH:59]=[CH:58][CH:57]=2)[N:34]2[C:42]3[C:37](=[CH:38][CH:39]=[CH:40][CH:41]=3)[CH:36]([C:43]3[CH:48]=[CH:47][C:46]([O:49][C:50]([F:53])([F:52])[F:51])=[CH:45][C:44]=3[OH:54])[C:35]2=[O:55])[CH:32]=[CH:31][CH:30]=[CH:29][CH:28]=1. (3) Given the product [Cl:13][C:5]1[C:4]2[C:9](=[CH:10][CH:11]=[C:2]([NH:23][CH2:22][C:21]3[CH:24]=[CH:25][CH:26]=[CH:27][C:20]=3[C:16]3[S:15][CH:19]=[CH:18][CH:17]=3)[CH:3]=2)[C:8](=[O:12])[NH:7][N:6]=1, predict the reactants needed to synthesize it. The reactants are: Br[C:2]1[CH:3]=[C:4]2[C:9](=[CH:10][CH:11]=1)[C:8](=[O:12])[NH:7][N:6]=[C:5]2[Cl:13].Cl.[S:15]1[CH:19]=[CH:18][CH:17]=[C:16]1[C:20]1[CH:27]=[CH:26][CH:25]=[CH:24][C:21]=1[CH2:22][NH2:23].C1C=CC(P(C2C(C3C(P(C4C=CC=CC=4)C4C=CC=CC=4)=CC=C4C=3C=CC=C4)=C3C(C=CC=C3)=CC=2)C2C=CC=CC=2)=CC=1.CC([O-])(C)C.[Na+].